Dataset: Forward reaction prediction with 1.9M reactions from USPTO patents (1976-2016). Task: Predict the product of the given reaction. Given the reactants [CH3:1][CH:2]([C:4]1[CH:5]=[C:6]([C:10]2[N:15]3[N:16]=[C:17]([NH2:19])[N:18]=[C:14]3[CH:13]=[CH:12][CH:11]=2)[CH:7]=[CH:8][CH:9]=1)[CH3:3].Cl[C:21]([O:23][CH3:24])=[O:22], predict the reaction product. The product is: [CH3:24][O:23][C:21](=[O:22])[NH:19][C:17]1[N:18]=[C:14]2[CH:13]=[CH:12][CH:11]=[C:10]([C:6]3[CH:7]=[CH:8][CH:9]=[C:4]([CH:2]([CH3:1])[CH3:3])[CH:5]=3)[N:15]2[N:16]=1.